Dataset: Forward reaction prediction with 1.9M reactions from USPTO patents (1976-2016). Task: Predict the product of the given reaction. (1) Given the reactants [N+:1]([C:4]1[CH:5]=[C:6]([S:10]([N:13]2[CH2:17][CH:16]=[CH:15][CH2:14]2)(=[O:12])=[O:11])[CH:7]=[CH:8][CH:9]=1)([O-])=O.[In].Cl, predict the reaction product. The product is: [N:13]1([S:10]([C:6]2[CH:5]=[C:4]([CH:9]=[CH:8][CH:7]=2)[NH2:1])(=[O:12])=[O:11])[CH2:14][CH:15]=[CH:16][CH2:17]1. (2) Given the reactants [CH3:1][O:2][C:3](=[O:34])[CH:4]([NH:14]C(C1C=CC=CC=1)(C1C=CC=CC=1)C1C=CC=CC=1)[CH2:5][O:6][C:7]1[CH:12]=[CH:11][C:10]([Br:13])=[CH:9][CH:8]=1.C(Cl)Cl, predict the reaction product. The product is: [CH3:1][O:2][C:3](=[O:34])[CH:4]([NH2:14])[CH2:5][O:6][C:7]1[CH:12]=[CH:11][C:10]([Br:13])=[CH:9][CH:8]=1. (3) The product is: [CH3:1][C:2]1[CH:3]=[C:4]([NH2:15])[C:5]([NH:8][C:9]2[CH:14]=[CH:13][CH:12]=[CH:11][CH:10]=2)=[CH:6][CH:7]=1. Given the reactants [CH3:1][C:2]1[CH:7]=[CH:6][C:5]([NH:8][C:9]2[CH:14]=[CH:13][CH:12]=[CH:11][CH:10]=2)=[C:4]([N+:15]([O-])=O)[CH:3]=1, predict the reaction product. (4) Given the reactants [Cl:1][C:2]1[CH:12]=[CH:11][C:5]([O:6][CH2:7][C:8](Cl)=[O:9])=[CH:4][CH:3]=1.[CH:13]([NH:16][CH2:17][C:18]1[O:22][N:21]=[C:20]([C:23]2[CH:28]=[CH:27][C:26]([CH3:29])=[CH:25][CH:24]=2)[N:19]=1)([CH3:15])[CH3:14].C(N(CC)CC)C, predict the reaction product. The product is: [Cl:1][C:2]1[CH:12]=[CH:11][C:5]([O:6][CH2:7][C:8]([N:16]([CH:13]([CH3:15])[CH3:14])[CH2:17][C:18]2[O:22][N:21]=[C:20]([C:23]3[CH:28]=[CH:27][C:26]([CH3:29])=[CH:25][CH:24]=3)[N:19]=2)=[O:9])=[CH:4][CH:3]=1.